From a dataset of Forward reaction prediction with 1.9M reactions from USPTO patents (1976-2016). Predict the product of the given reaction. (1) The product is: [CH3:70][C:66]1[CH:65]=[C:64]([C:62](=[O:63])[CH2:61][CH:60]([C:56]2[CH:55]=[C:54]([C:50]3[CH:51]=[CH:52][CH:53]=[C:48]([C:46]([NH:45][CH2:44][C:43]([OH:78])=[O:42])=[O:47])[CH:49]=3)[CH:59]=[CH:58][CH:57]=2)[C:71]2[CH:76]=[CH:75][CH:74]=[CH:73][C:72]=2[CH3:77])[CH:69]=[CH:68][N:67]=1. Given the reactants CC1C=C(C(=O)CC(C2C=C(C3C=CC=C(C(O)=O)C=3)C=CC=2)C2C=CC=CC=2C)C=CN=1.Cl.COC(=O)CN.C[O:42][C:43](=[O:78])[CH2:44][NH:45][C:46]([C:48]1[CH:49]=[C:50]([C:54]2[CH:59]=[CH:58][CH:57]=[C:56]([CH:60]([C:71]3[CH:76]=[CH:75][CH:74]=[CH:73][C:72]=3[CH3:77])[CH2:61][C:62]([C:64]3[CH:69]=[CH:68][N:67]=[C:66]([CH3:70])[CH:65]=3)=[O:63])[CH:55]=2)[CH:51]=[CH:52][CH:53]=1)=[O:47], predict the reaction product. (2) Given the reactants [NH2:1][C:2]1[N:3]=[CH:4][N:5]([CH:7]2[CH2:12][CH2:11][N:10]([C:13]([O:15][C:16]([CH3:19])([CH3:18])[CH3:17])=[O:14])[CH2:9][CH2:8]2)[CH:6]=1.Br[C:21]1[C:22](=[O:29])[N:23]([CH3:28])[CH:24]=[C:25]([Br:27])[CH:26]=1.CC1(C)C2C(=C(P(C3C=CC=CC=3)C3C=CC=CC=3)C=CC=2)OC2C(P(C3C=CC=CC=3)C3C=CC=CC=3)=CC=CC1=2.C([O-])([O-])=O.[Cs+].[Cs+], predict the reaction product. The product is: [Br:27][C:25]1[CH:26]=[C:21]([NH:1][C:2]2[N:3]=[CH:4][N:5]([CH:7]3[CH2:12][CH2:11][N:10]([C:13]([O:15][C:16]([CH3:19])([CH3:18])[CH3:17])=[O:14])[CH2:9][CH2:8]3)[CH:6]=2)[C:22](=[O:29])[N:23]([CH3:28])[CH:24]=1. (3) Given the reactants [NH2:1][C:2]1[C:3]([Cl:31])=[C:4]([CH2:17][N:18]2[CH2:23][CH2:22][N:21]([C:24]([O:26][C:27]([CH3:30])([CH3:29])[CH3:28])=[O:25])[CH2:20][CH2:19]2)[C:5]([C:13]([F:16])([F:15])[F:14])=[CH:6][C:7]=1[C:8]([O:10]CC)=[O:9].NC1C(Br)=CC(C(F)(F)F)=CC=1C(O)=O, predict the reaction product. The product is: [NH2:1][C:2]1[C:3]([Cl:31])=[C:4]([CH2:17][N:18]2[CH2:23][CH2:22][N:21]([C:24]([O:26][C:27]([CH3:30])([CH3:29])[CH3:28])=[O:25])[CH2:20][CH2:19]2)[C:5]([C:13]([F:14])([F:16])[F:15])=[CH:6][C:7]=1[C:8]([OH:10])=[O:9].